Dataset: Catalyst prediction with 721,799 reactions and 888 catalyst types from USPTO. Task: Predict which catalyst facilitates the given reaction. Reactant: [C:1]([O:5][C:6]([N:8]1[CH2:12][CH2:11][C@@H:10]([NH:13][C:14](=[O:31])[C:15]2[CH:20]=[CH:19][C:18]([N:21]3[C:25]4[CH:26]=[CH:27][CH:28]=[CH:29][C:24]=4[N:23]=[C:22]3[CH3:30])=[CH:17][CH:16]=2)[CH2:9]1)=[O:7])([CH3:4])([CH3:3])[CH3:2].[H-].[Na+].I[CH3:35]. Product: [C:1]([O:5][C:6]([N:8]1[CH2:12][CH2:11][C@@H:10]([N:13]([CH3:35])[C:14](=[O:31])[C:15]2[CH:16]=[CH:17][C:18]([N:21]3[C:25]4[CH:26]=[CH:27][CH:28]=[CH:29][C:24]=4[N:23]=[C:22]3[CH3:30])=[CH:19][CH:20]=2)[CH2:9]1)=[O:7])([CH3:4])([CH3:3])[CH3:2]. The catalyst class is: 7.